This data is from Reaction yield outcomes from USPTO patents with 853,638 reactions. The task is: Predict the reaction yield, written as a fraction of the theoretical maximum amount of product (1.0 means a 100% yield; for example, 0.34 means a 34% yield). (1) The reactants are [Br:1][C:2]1[C:10]2[C:5](=[CH:6][N:7]=[C:8]([CH:11]=[O:12])[CH:9]=2)[O:4][CH:3]=1.[OH:13]P([O-])(O)=O.[K+]. The catalyst is C1COCC1.CC(O)(C)C.O. The product is [Br:1][C:2]1[C:10]2[C:5](=[CH:6][N:7]=[C:8]([C:11]([OH:13])=[O:12])[CH:9]=2)[O:4][CH:3]=1. The yield is 0.990. (2) The reactants are [Br:1][C:2]1[C:6]2[CH:7]=[C:8]([O:11][CH3:12])[CH:9]=[CH:10][C:5]=2[O:4][C:3]=1[CH:13](Cl)[CH:14]1[CH2:19][CH2:18][CH2:17][CH2:16][CH2:15]1.[NH2:21][C:22]1[CH:31]=[CH:30][C:25]([C:26]([O:28]C)=[O:27])=[CH:24][CH:23]=1.[I-].[Na+].C(=O)([O-])[O-].[Na+].[Na+].Cl.[OH-].[Na+]. The catalyst is C(O)C.O1CCCC1.CN(C)C=O. The product is [Br:1][C:2]1[C:6]2[CH:7]=[C:8]([O:11][CH3:12])[CH:9]=[CH:10][C:5]=2[O:4][C:3]=1[CH:13]([NH:21][C:22]1[CH:31]=[CH:30][C:25]([C:26]([OH:28])=[O:27])=[CH:24][CH:23]=1)[CH:14]1[CH2:19][CH2:18][CH2:17][CH2:16][CH2:15]1. The yield is 0.140. (3) The reactants are [C:1](Cl)(=[O:8])[C:2]1[CH:7]=[CH:6][CH:5]=[CH:4][CH:3]=1.[CH3:10][C:11]1[N:12]=[CH:13][NH:14][CH:15]=1.[OH-].[Na+]. The catalyst is N1C=CC=CC=1.C(N(CC)CC)C.O. The product is [CH3:10][C:11]1[NH:12][C:13]([C:1]([C:2]2[CH:7]=[CH:6][CH:5]=[CH:4][CH:3]=2)=[O:8])=[N:14][CH:15]=1. The yield is 0.150. (4) The yield is 0.800. The reactants are [CH:1]1([CH2:7][O:8][N:9]2C(=O)C3C(=CC=CC=3)C2=O)[CH2:6][CH2:5][CH2:4][CH2:3][CH2:2]1.NN.[CH3:22][O:23][C:24]1[CH:29]=[CH:28][C:27]([S:30](Cl)(=[O:32])=[O:31])=[CH:26][CH:25]=1.C(N(C(C)C)CC)(C)C. The catalyst is C1COCC1. The product is [CH:1]1([CH2:7][O:8][NH:9][S:30]([C:27]2[CH:26]=[CH:25][C:24]([O:23][CH3:22])=[CH:29][CH:28]=2)(=[O:32])=[O:31])[CH2:2][CH2:3][CH2:4][CH2:5][CH2:6]1. (5) The product is [CH2:1]([S:3]([C:6]1[CH:7]=[C:8]([C:12]2[CH:20]=[C:19]([C:21]3[N:28]=[N:29][NH:30][N:22]=3)[CH:18]=[C:17]3[C:13]=2[C:14]2[CH:26]=[C:25]([CH3:27])[CH:24]=[N:23][C:15]=2[NH:16]3)[CH:9]=[CH:10][CH:11]=1)(=[O:5])=[O:4])[CH3:2]. The reactants are [CH2:1]([S:3]([C:6]1[CH:7]=[C:8]([C:12]2[CH:20]=[C:19]([C:21]#[N:22])[CH:18]=[C:17]3[C:13]=2[C:14]2[CH:26]=[C:25]([CH3:27])[CH:24]=[N:23][C:15]=2[NH:16]3)[CH:9]=[CH:10][CH:11]=1)(=[O:5])=[O:4])[CH3:2].[N-:28]=[N+:29]=[N-:30].[Na+].[Cl-].[NH4+]. The catalyst is CN(C=O)C. The yield is 0.770. (6) The reactants are [Cl:1][CH2:2][CH2:3][O:4][C:5]1[C:12]([O:13][CH3:14])=[CH:11][C:8]([CH:9]=O)=[C:7]([N+:15]([O-:17])=[O:16])[CH:6]=1.[C:18]([CH2:20][C:21]([O:23][CH3:24])=[O:22])#[N:19].N1CCCCC1. The catalyst is CO. The product is [C:18](/[C:20](=[CH:9]\[C:8]1[CH:11]=[C:12]([O:13][CH3:14])[C:5]([O:4][CH2:3][CH2:2][Cl:1])=[CH:6][C:7]=1[N+:15]([O-:17])=[O:16])/[C:21]([O:23][CH3:24])=[O:22])#[N:19]. The yield is 0.270. (7) The reactants are Cl[C:2]1[C:7]([NH:8][CH:9]2[CH2:11][CH2:10]2)=[CH:6][C:5]([F:12])=[CH:4][N:3]=1.[S:13]1[C:17]2[CH:18]=[CH:19][CH:20]=[CH:21][C:16]=2[N:15]=[C:14]1[NH:22][C@H:23]1[CH2:26][C@H:25]([NH2:27])[CH2:24]1.CC(C)([O-])C.[Na+]. The catalyst is [Pd+2]. The product is [S:13]1[C:17]2[CH:18]=[CH:19][CH:20]=[CH:21][C:16]=2[N:15]=[C:14]1[NH:22][C@H:23]1[CH2:24][C@H:25]([NH:27][C:2]2[C:7]([NH:8][CH:9]3[CH2:11][CH2:10]3)=[CH:6][C:5]([F:12])=[CH:4][N:3]=2)[CH2:26]1. The yield is 0.668. (8) The reactants are [CH3:1][O:2][CH2:3][CH2:4][O:5][C:6]1[CH:7]=[C:8]2[C:12](=[C:13]([N:15]([CH3:24])[S:16]([C:19]3[S:20][CH:21]=[CH:22][CH:23]=3)(=[O:18])=[O:17])[CH:14]=1)[NH:11][C:10]([C:25]([NH2:27])=O)=[CH:9]2.COC1C=CC(P2(SP(C3C=CC(OC)=CC=3)(=S)S2)=[S:37])=CC=1.[C:50]([O:55][CH2:56][CH3:57])(=[O:54])[C:51]#[C:52][CH3:53].C(P(CCCC)CCCC)CCC. The catalyst is O1CCCC1.C1(C)C=CC=CC=1. The product is [CH3:1][O:2][CH2:3][CH2:4][O:5][C:6]1[CH:7]=[C:8]2[C:12](=[C:13]([N:15]([CH3:24])[S:16]([C:19]3[S:20][CH:21]=[CH:22][CH:23]=3)(=[O:18])=[O:17])[CH:14]=1)[NH:11][C:10]([C:25]1[S:37][CH:52]([CH2:51][C:50]([O:55][CH2:56][CH3:57])=[O:54])[CH2:53][N:27]=1)=[CH:9]2. The yield is 0.420. (9) The reactants are [C:1]([NH:11][CH2:12][C:13]([OH:15])=O)([O:3][CH2:4][C:5]1[CH:10]=[CH:9][CH:8]=[CH:7][CH:6]=1)=[O:2].CCN=C=NCCCN(C)C.C1C=CC2N(O)N=NC=2C=1.CCN(C(C)C)C(C)C.[CH3:46][O:47][CH2:48][CH2:49][N:50]([CH2:59][C:60](=[O:78])[N:61]([CH2:74][CH2:75][O:76][CH3:77])[CH2:62][CH2:63][C:64]([O:66][CH2:67][C:68]1[CH:73]=[CH:72][CH:71]=[CH:70][CH:69]=1)=[O:65])[C:51](=[O:58])[CH2:52][NH:53][CH2:54][CH2:55][O:56][CH3:57]. The catalyst is C(Cl)Cl. The product is [CH3:57][O:56][CH2:55][CH2:54][N:53]([CH2:52][C:51](=[O:58])[N:50]([CH2:49][CH2:48][O:47][CH3:46])[CH2:59][C:60](=[O:78])[N:61]([CH2:74][CH2:75][O:76][CH3:77])[CH2:62][CH2:63][C:64]([O:66][CH2:67][C:68]1[CH:69]=[CH:70][CH:71]=[CH:72][CH:73]=1)=[O:65])[C:13](=[O:15])[CH2:12][NH:11][C:1](=[O:2])[O:3][CH2:4][C:5]1[CH:6]=[CH:7][CH:8]=[CH:9][CH:10]=1. The yield is 0.620.